From a dataset of Peptide-MHC class II binding affinity with 134,281 pairs from IEDB. Regression. Given a peptide amino acid sequence and an MHC pseudo amino acid sequence, predict their binding affinity value. This is MHC class II binding data. The peptide sequence is LRKVKRVVASLMRGL. The MHC is DRB1_0404 with pseudo-sequence DRB1_0404. The binding affinity (normalized) is 0.674.